This data is from Forward reaction prediction with 1.9M reactions from USPTO patents (1976-2016). The task is: Predict the product of the given reaction. (1) Given the reactants I[CH2:2][CH2:3][CH3:4].[CH:5]1([NH:8][C:9](=[O:35])[C:10]2[CH:15]=[CH:14][C:13]([CH3:16])=[C:12]([N:17]3[C:26](=[O:27])[C:25]4[C:20](=[CH:21][CH:22]=[C:23]([N:28]5[CH2:34][CH2:33][CH2:32][NH:31][CH2:30][CH2:29]5)[CH:24]=4)[N:19]=[CH:18]3)[CH:11]=2)[CH2:7][CH2:6]1.C(=O)([O-])[O-].[K+].[K+].O, predict the reaction product. The product is: [CH:5]1([NH:8][C:9](=[O:35])[C:10]2[CH:15]=[CH:14][C:13]([CH3:16])=[C:12]([N:17]3[C:26](=[O:27])[C:25]4[C:20](=[CH:21][CH:22]=[C:23]([N:28]5[CH2:34][CH2:33][CH2:32][N:31]([CH2:2][CH2:3][CH3:4])[CH2:30][CH2:29]5)[CH:24]=4)[N:19]=[CH:18]3)[CH:11]=2)[CH2:7][CH2:6]1. (2) The product is: [CH3:33][O:34][C:2]1[C:3]2[C:4]3[C:5](=[CH:13][N:14]([C@@H:16]4[O:22][C@H:21]([CH2:23][OH:24])[C@@H:19]([OH:20])[C@@:17]4([CH3:32])[OH:18])[N:15]=2)[CH:6]=[CH:7][C:8]=3[C:9](=[O:12])[NH:10][N:11]=1. Given the reactants Cl[C:2]1[C:3]2[C:4]3[C:5](=[CH:13][N:14]([C@@H:16]4[O:22][C@H:21]([CH2:23][O:24][Si](C(C)(C)C)(C)C)[C@@H:19]([OH:20])[C@@:17]4([CH3:32])[OH:18])[N:15]=2)[CH:6]=[CH:7][C:8]=3[C:9](=[O:12])[NH:10][N:11]=1.[CH3:33][O-:34].[Na+], predict the reaction product. (3) Given the reactants [N:1]1([C:16]([O:18][CH2:19][N:20]([C:35]2[CH:40]=[CH:39][C:38]([F:41])=[CH:37][C:36]=2[Cl:42])[S:21]([CH:24]2[CH2:29][CH2:28][CH2:27][CH:26]=[C:25]2[C:30]([O:32][CH2:33][CH3:34])=[O:31])(=[O:23])=[O:22])=[O:17])[CH2:5][CH2:4][CH2:3][C@H:2]1[C:6]([O:8]CC1C=CC=CC=1)=[O:7], predict the reaction product. The product is: [Cl:42][C:36]1[CH:37]=[C:38]([F:41])[CH:39]=[CH:40][C:35]=1[N:20]([CH2:19][O:18][C:16]([N:1]1[CH2:5][CH2:4][CH2:3][C@H:2]1[C:6]([OH:8])=[O:7])=[O:17])[S:21]([CH:24]1[CH2:29][CH2:28][CH2:27][CH:26]=[C:25]1[C:30]([O:32][CH2:33][CH3:34])=[O:31])(=[O:22])=[O:23]. (4) Given the reactants [C:1]([C:5]1[CH:10]=[CH:9][C:8]([S:11]([N:14]([CH:16]([C:18]2[N:27]([C:28]3[CH:33]=[CH:32][C:31]([O:34]C)=[CH:30][CH:29]=3)[C:26](=[O:36])[C:25]3[C:20](=[CH:21][CH:22]=[CH:23][CH:24]=3)[N:19]=2)[CH3:17])[CH3:15])(=[O:13])=[O:12])=[CH:7][CH:6]=1)([CH3:4])([CH3:3])[CH3:2].B(Br)(Br)Br, predict the reaction product. The product is: [C:1]([C:5]1[CH:10]=[CH:9][C:8]([S:11]([N:14]([CH:16]([C:18]2[N:27]([C:28]3[CH:33]=[CH:32][C:31]([OH:34])=[CH:30][CH:29]=3)[C:26](=[O:36])[C:25]3[C:20](=[CH:21][CH:22]=[CH:23][CH:24]=3)[N:19]=2)[CH3:17])[CH3:15])(=[O:12])=[O:13])=[CH:7][CH:6]=1)([CH3:2])([CH3:3])[CH3:4]. (5) Given the reactants [CH3:1][N:2]1[CH2:7][CH2:6][CH:5]([NH2:8])[CH2:4][CH2:3]1.C(N(CC)CC)C.[Br:16][C:17]1[S:18][C:19]([C:23](O)=[O:24])=[C:20]([CH3:22])[N:21]=1.Cl.CN(C)CCCN=C=NCC.ON1C2C=CC=CC=2N=N1, predict the reaction product. The product is: [CH3:1][N:2]1[CH2:7][CH2:6][CH:5]([NH:8][C:23]([C:19]2[S:18][C:17]([Br:16])=[N:21][C:20]=2[CH3:22])=[O:24])[CH2:4][CH2:3]1. (6) Given the reactants ClC([O:4][CH2:5][CH:6](C)C)=O.[CH3:9][C:10]1[N:11](CC(O)=O)[C:12]([N+:15]([O-:17])=[O:16])=[CH:13][N:14]=1.CN1CCOCC1.Cl.[F:30][C:31]([F:38])([C:34]([F:37])([F:36])[F:35])[CH2:32][NH2:33], predict the reaction product. The product is: [CH3:9][C:10]1[NH:11][C:12]([N+:15]([O-:17])=[O:16])=[CH:13][N:14]=1.[F:30][C:31]([F:38])([C:34]([F:37])([F:36])[F:35])[CH2:32][NH:33][C:5](=[O:4])[CH3:6]. (7) The product is: [CH2:11]1[C:12]2[C:17](=[CH:16][CH:15]=[CH:14][CH:13]=2)[CH:18]=[C:10]1[N:19]1[CH:23]=[CH:22][CH:21]=[CH:20]1. Given the reactants [O-]P([O-])([O-])=O.[K+].[K+].[K+].Br[C:10]1[CH2:11][C:12]2[C:17]([CH:18]=1)=[CH:16][CH:15]=[CH:14][CH:13]=2.[NH:19]1[CH:23]=[CH:22][CH:21]=[CH:20]1.C(P(C(C)(C)C)C1C=CC=CC=1C1C=CC=CC=1)(C)(C)C, predict the reaction product.